Dataset: Reaction yield outcomes from USPTO patents with 853,638 reactions. Task: Predict the reaction yield, written as a fraction of the theoretical maximum amount of product (1.0 means a 100% yield; for example, 0.34 means a 34% yield). (1) The reactants are [OH:1][NH:2][CH:3]([CH2:13][S:14]([N:17]1[CH2:22][CH2:21][N:20]([C:23]2[CH:28]=[CH:27][C:26]([C:29]#[C:30][C:31]3[S:32][CH:33]=[CH:34][CH:35]=3)=[CH:25][N:24]=2)[CH2:19][CH2:18]1)(=[O:16])=[O:15])[CH2:4][CH2:5][CH2:6][C:7]1[N:12]=[CH:11][CH:10]=[CH:9][N:8]=1.C1C[O:39][CH2:38]C1. No catalyst specified. The product is [OH:1][N:2]([CH:3]([CH2:13][S:14]([N:17]1[CH2:22][CH2:21][N:20]([C:23]2[CH:28]=[CH:27][C:26]([C:29]#[C:30][C:31]3[S:32][CH:33]=[CH:34][CH:35]=3)=[CH:25][N:24]=2)[CH2:19][CH2:18]1)(=[O:16])=[O:15])[CH2:4][CH2:5][CH2:6][C:7]1[N:12]=[CH:11][CH:10]=[CH:9][N:8]=1)[CH:38]=[O:39]. The yield is 0.540. (2) The reactants are [Cl:1][C:2]1[C:7]2[O:8][CH2:9][O:10][C:6]=2[CH:5]=[C:4]([CH2:11][C@H:12]([NH:20][C:21](=[O:27])[O:22][C:23]([CH3:26])([CH3:25])[CH3:24])[C:13](=[O:19])[C:14]2[S:15][CH:16]=[CH:17][N:18]=2)[CH:3]=1.[H-].C(O[Al](OC(C)(C)C)OC(C)(C)C)(C)(C)C.[Li+].C1COCC1. The catalyst is CCO. The product is [Cl:1][C:2]1[C:7]2[O:8][CH2:9][O:10][C:6]=2[CH:5]=[C:4]([CH2:11][C@H:12]([NH:20][C:21](=[O:27])[O:22][C:23]([CH3:25])([CH3:24])[CH3:26])[C@H:13]([OH:19])[C:14]2[S:15][CH:16]=[CH:17][N:18]=2)[CH:3]=1. The yield is 0.770. (3) The reactants are [CH2:1]([OH:6])[CH2:2][CH2:3][CH2:4][OH:5].N1[CH:12]=[CH:11]C=CC=1.[C:13](Cl)(=[O:15])[O-:14].C(Cl)[Cl:18]. The catalyst is C(O)(=O)CC(CC(O)=O)(C(O)=O)O. The product is [C:13](=[O:14])([O:5][CH2:4][CH2:3][CH2:2][CH2:1][OH:6])[O:15][CH:11]([Cl:18])[CH3:12]. The yield is 0.300. (4) The reactants are C(OC(=O)[NH:7][CH:8]1[CH2:13][CH2:12][N:11]([C:14]2[CH:19]=[CH:18][C:17]([S:20](=[O:28])(=[O:27])[NH:21][C:22]3[S:23][CH:24]=[CH:25][N:26]=3)=[CH:16][CH:15]=2)[CH2:10][CH2:9]1)(C)(C)C.C(O)(C(F)(F)F)=O.C([O-])(O)=O.[Na+].Cl. The catalyst is C(Cl)Cl. The product is [NH2:7][CH:8]1[CH2:9][CH2:10][N:11]([C:14]2[CH:19]=[CH:18][C:17]([S:20]([NH:21][C:22]3[S:23][CH:24]=[CH:25][N:26]=3)(=[O:28])=[O:27])=[CH:16][CH:15]=2)[CH2:12][CH2:13]1. The yield is 0.380. (5) The reactants are [CH:1]1([C:6]2[N:7]=[C:8]([C:17]3[CH:22]=[CH:21][C:20]([F:23])=[CH:19][CH:18]=3)[C:9]3[CH2:15][CH2:14][NH:13][CH2:12][CH2:11][C:10]=3[N:16]=2)[CH2:5][CH2:4][CH2:3][CH2:2]1.C=O.[BH-](OC(C)=O)(OC(C)=O)O[C:28](C)=O.[Na+]. The catalyst is CO.[OH-].[Na+]. The product is [CH:1]1([C:6]2[N:7]=[C:8]([C:17]3[CH:18]=[CH:19][C:20]([F:23])=[CH:21][CH:22]=3)[C:9]3[CH2:15][CH2:14][N:13]([CH3:28])[CH2:12][CH2:11][C:10]=3[N:16]=2)[CH2:2][CH2:3][CH2:4][CH2:5]1. The yield is 0.870. (6) The reactants are [O:1]1[CH2:6][CH2:5][N:4]([C:7]2[N:12]=[C:11]([N:13]3[CH2:18][CH2:17][O:16][CH2:15][CH2:14]3)[N:10]=[C:9]([C:19]3[CH:24]=[CH:23][C:22]([NH:25][C:26](=[O:38])[NH:27][C:28]4[CH:37]=[CH:36][C:31]([C:32]([O:34]C)=[O:33])=[CH:30][CH:29]=4)=[CH:21][CH:20]=3)[N:8]=2)[CH2:3][CH2:2]1.C1COCC1.CO.O[Li].O. The catalyst is O. The product is [O:1]1[CH2:2][CH2:3][N:4]([C:7]2[N:12]=[C:11]([N:13]3[CH2:14][CH2:15][O:16][CH2:17][CH2:18]3)[N:10]=[C:9]([C:19]3[CH:24]=[CH:23][C:22]([NH:25][C:26](=[O:38])[NH:27][C:28]4[CH:37]=[CH:36][C:31]([C:32]([OH:34])=[O:33])=[CH:30][CH:29]=4)=[CH:21][CH:20]=3)[N:8]=2)[CH2:5][CH2:6]1. The yield is 0.960. (7) The reactants are C[Si]([N-][Si](C)(C)C)(C)C.[Li+].[C:11]([O:21]CC)(=O)[CH2:12][CH2:13][C:14]1[CH:19]=[CH:18][CH:17]=[CH:16][CH:15]=1.[CH:24]1([NH:29][C:30]2[C:35]([CH:36]=O)=[CH:34][N:33]=[C:32]([S:38][CH3:39])[N:31]=2)[CH2:28][CH2:27][CH2:26][CH2:25]1. The catalyst is C1COCC1. The product is [CH2:13]([C:12]1[C:11](=[O:21])[N:29]([CH:24]2[CH2:28][CH2:27][CH2:26][CH2:25]2)[C:30]2[N:31]=[C:32]([S:38][CH3:39])[N:33]=[CH:34][C:35]=2[CH:36]=1)[C:14]1[CH:15]=[CH:16][CH:17]=[CH:18][CH:19]=1. The yield is 0.360. (8) The reactants are [CH:1]1[C:9]2[C:8]3[CH:10]=[CH:11][CH:12]=[CH:13][C:7]=3[O:6][C:5]=2[C:4](B(O)O)=[CH:3][CH:2]=1.[CH3:17][O:18][C:19](=[O:42])[CH2:20][CH2:21][C:22]([C:24]1[C:32]2[C:27](=[CH:28][CH:29]=[C:30]([Cl:33])[CH:31]=2)[N:26]([CH2:34][C:35]2[CH:36]=[N:37][C:38](Cl)=[CH:39][CH:40]=2)[CH:25]=1)=[O:23].C(=O)([O-])[O-].[Na+].[Na+]. The catalyst is CO.C1(C)C=CC=CC=1.[Pd].C1(P(C2C=CC=CC=2)C2C=CC=CC=2)C=CC=CC=1.C1(P(C2C=CC=CC=2)C2C=CC=CC=2)C=CC=CC=1.C1(P(C2C=CC=CC=2)C2C=CC=CC=2)C=CC=CC=1.C1(P(C2C=CC=CC=2)C2C=CC=CC=2)C=CC=CC=1. The product is [CH3:17][O:18][C:19](=[O:42])[CH2:20][CH2:21][C:22]([C:24]1[C:32]2[C:27](=[CH:28][CH:29]=[C:30]([Cl:33])[CH:31]=2)[N:26]([CH2:34][C:35]2[CH:36]=[N:37][C:38]([C:4]3[C:5]4[O:6][C:7]5[CH:13]=[CH:12][CH:11]=[CH:10][C:8]=5[C:9]=4[CH:1]=[CH:2][CH:3]=3)=[CH:39][CH:40]=2)[CH:25]=1)=[O:23]. The yield is 0.820. (9) The reactants are [O:1]=[C:2]1[C:17]2[C:16]3[C:15]4[CH:14]=[CH:13][CH:12]=[CH:11][C:10]=4[NH:9][C:8]=3[CH:7]=[C:6]([CH:18]=[O:19])[C:5]=2[C:4](=[O:20])[N:3]1[C:21]([C:34]1[CH:39]=[CH:38][CH:37]=[CH:36][CH:35]=1)([C:28]1[CH:33]=[CH:32][CH:31]=[CH:30][CH:29]=1)[C:22]1[CH:27]=[CH:26][CH:25]=[CH:24][CH:23]=1.Cl.[CH3:41][N:42]([CH3:47])[CH:43]([CH3:46])[CH2:44]Cl.[CH3:48][C:49]([CH3:52])([O-])C.[K+]. The catalyst is CC(O)(C)C. The product is [CH3:41][N:42]([CH3:47])[CH:43]([CH3:46])[CH2:44][N:9]1[C:8]2[CH:7]=[C:6]([CH:18]=[O:19])[C:5]3[C:4](=[O:20])[N:3]([C:21]([C:34]4[CH:39]=[CH:38][CH:37]=[CH:36][CH:35]=4)([C:22]4[CH:27]=[CH:26][CH:25]=[CH:24][CH:23]=4)[C:28]4[CH:29]=[CH:30][CH:31]=[CH:32][CH:33]=4)[C:2](=[O:1])[C:17]=3[C:16]=2[C:15]2[CH:14]=[CH:13][CH:12]=[CH:11][C:10]1=2.[CH3:41][N:42]([CH3:43])[CH2:48][CH:49]([N:9]1[C:8]2[CH:7]=[C:6]([CH:18]=[O:19])[C:5]3[C:4](=[O:20])[N:3]([C:21]([C:34]4[CH:39]=[CH:38][CH:37]=[CH:36][CH:35]=4)([C:22]4[CH:27]=[CH:26][CH:25]=[CH:24][CH:23]=4)[C:28]4[CH:29]=[CH:30][CH:31]=[CH:32][CH:33]=4)[C:2](=[O:1])[C:17]=3[C:16]=2[C:15]2[CH:14]=[CH:13][CH:12]=[CH:11][C:10]1=2)[CH3:52]. The yield is 0.660. (10) The reactants are Br[CH2:2][C:3]1[CH:8]=[CH:7][CH:6]=[C:5]([CH2:9]Br)[CH:4]=1.ClCC1C(C)=C(CCl)C(C)=CC=1C.[NH2:24][C:25]([NH2:27])=[S:26]. No catalyst specified. The product is [C:25]([S:26][CH2:2][C:3]1[CH:8]=[CH:7][CH:6]=[C:5]([CH2:9][S:26][C:25](=[NH:24])[NH2:27])[CH:4]=1)(=[NH:27])[NH2:24]. The yield is 0.970.